This data is from Forward reaction prediction with 1.9M reactions from USPTO patents (1976-2016). The task is: Predict the product of the given reaction. The product is: [C:1]([O:12][C:8]1[CH:9]=[CH:10][CH:11]=[C:6]([Br:5])[CH:7]=1)(=[O:3])[CH3:2]. Given the reactants [C:1](Cl)(=[O:3])[CH3:2].[Br:5][C:6]1[CH:7]=[C:8]([OH:12])[CH:9]=[CH:10][CH:11]=1.N1C=CC=CC=1.O, predict the reaction product.